This data is from Reaction yield outcomes from USPTO patents with 853,638 reactions. The task is: Predict the reaction yield, written as a fraction of the theoretical maximum amount of product (1.0 means a 100% yield; for example, 0.34 means a 34% yield). The reactants are Cl.[NH2:2][OH:3].CC(O)=O.[Cl:8][C:9]1[C:14]([CH:15]=O)=[C:13]([Cl:17])[N:12]=[C:11]([S:18][CH3:19])[N:10]=1. The catalyst is CCO. The product is [Cl:8][C:9]1[C:14]([CH:15]=[N:2][OH:3])=[C:13]([Cl:17])[N:12]=[C:11]([S:18][CH3:19])[N:10]=1. The yield is 0.800.